From a dataset of Full USPTO retrosynthesis dataset with 1.9M reactions from patents (1976-2016). Predict the reactants needed to synthesize the given product. (1) Given the product [CH2:19]([NH:18][C:10]1[C:11]2[N:12]([CH:14]=[CH:15][C:16]=2[Cl:17])[N:13]=[C:8]([C:4]2[CH:3]=[C:2]([NH:1][C:33](=[O:35])[CH3:34])[CH:7]=[N:6][CH:5]=2)[CH:9]=1)[C:20]1[CH:21]=[CH:22][CH:23]=[CH:24][CH:25]=1, predict the reactants needed to synthesize it. The reactants are: [NH2:1][C:2]1[CH:3]=[C:4]([C:8]2[CH:9]=[C:10]([NH:18][CH2:19][C:20]3[CH:25]=[CH:24][CH:23]=[CH:22][CH:21]=3)[C:11]3[N:12]([CH:14]=[CH:15][C:16]=3[Cl:17])[N:13]=2)[CH:5]=[N:6][CH:7]=1.C(N(CC)CC)C.[C:33](Cl)(=[O:35])[CH3:34].C(NC1C2N(C=CC=2C2C=CC=CC=2)N=C(C2C=C(S(NC(=O)C)(=O)=O)C=NC=2)C=1)C1C=CC=CC=1. (2) Given the product [CH3:20][S:21]([O:1][CH2:2][CH2:3][CH2:4][NH:5][C:6]([O:7][C:8]([CH3:9])([CH3:11])[CH3:10])=[O:12])(=[O:23])=[O:22], predict the reactants needed to synthesize it. The reactants are: [OH:1][CH2:2][CH2:3][CH2:4][NH:5][C:6](=[O:12])[O:7][C:8]([CH3:11])([CH3:10])[CH3:9].C(N(CC)CC)C.[CH3:20][S:21](Cl)(=[O:23])=[O:22]. (3) The reactants are: Cl[C:2]1[N:37]=[CH:36][CH:35]=[CH:34][C:3]=1[C:4]([NH:6][C:7]1[CH:12]=[CH:11][C:10]([C:13]([F:19])([F:18])[C:14]([F:17])([F:16])[F:15])=[C:9]([O:20][CH2:21][CH:22]2[CH2:26][CH2:25][CH2:24][N:23]2[C:27]([O:29][C:30]([CH3:33])([CH3:32])[CH3:31])=[O:28])[CH:8]=1)=[O:5].[F:38][C:39]1[CH:46]=[CH:45][C:42]([CH2:43][NH2:44])=[CH:41][CH:40]=1. Given the product [F:38][C:39]1[CH:46]=[CH:45][C:42]([CH2:43][NH:44][C:2]2[N:37]=[CH:36][CH:35]=[CH:34][C:3]=2[C:4]([NH:6][C:7]2[CH:12]=[CH:11][C:10]([C:13]([F:19])([F:18])[C:14]([F:17])([F:16])[F:15])=[C:9]([O:20][CH2:21][CH:22]3[CH2:26][CH2:25][CH2:24][N:23]3[C:27]([O:29][C:30]([CH3:33])([CH3:32])[CH3:31])=[O:28])[CH:8]=2)=[O:5])=[CH:41][CH:40]=1, predict the reactants needed to synthesize it.